This data is from NCI-60 drug combinations with 297,098 pairs across 59 cell lines. The task is: Regression. Given two drug SMILES strings and cell line genomic features, predict the synergy score measuring deviation from expected non-interaction effect. (1) Drug 1: CNC(=O)C1=CC=CC=C1SC2=CC3=C(C=C2)C(=NN3)C=CC4=CC=CC=N4. Drug 2: COC1=NC(=NC2=C1N=CN2C3C(C(C(O3)CO)O)O)N. Cell line: HT29. Synergy scores: CSS=1.67, Synergy_ZIP=2.64, Synergy_Bliss=2.10, Synergy_Loewe=-0.762, Synergy_HSA=-0.00353. (2) Drug 1: C1=NC2=C(N=C(N=C2N1C3C(C(C(O3)CO)O)O)F)N. Drug 2: CC1=C2C(C(=O)C3(C(CC4C(C3C(C(C2(C)C)(CC1OC(=O)C(C(C5=CC=CC=C5)NC(=O)OC(C)(C)C)O)O)OC(=O)C6=CC=CC=C6)(CO4)OC(=O)C)O)C)O. Cell line: SF-295. Synergy scores: CSS=1.84, Synergy_ZIP=4.16, Synergy_Bliss=-2.19, Synergy_Loewe=-1.17, Synergy_HSA=-1.98. (3) Drug 1: C1CC(=O)NC(=O)C1N2CC3=C(C2=O)C=CC=C3N. Drug 2: COC1=CC(=CC(=C1O)OC)C2C3C(COC3=O)C(C4=CC5=C(C=C24)OCO5)OC6C(C(C7C(O6)COC(O7)C8=CC=CS8)O)O. Cell line: HT29. Synergy scores: CSS=5.04, Synergy_ZIP=-10.5, Synergy_Bliss=-6.80, Synergy_Loewe=-17.3, Synergy_HSA=-3.34. (4) Drug 1: CC1=C2C(C(=O)C3(C(CC4C(C3C(C(C2(C)C)(CC1OC(=O)C(C(C5=CC=CC=C5)NC(=O)OC(C)(C)C)O)O)OC(=O)C6=CC=CC=C6)(CO4)OC(=O)C)OC)C)OC. Drug 2: COC1=CC(=CC(=C1O)OC)C2C3C(COC3=O)C(C4=CC5=C(C=C24)OCO5)OC6C(C(C7C(O6)COC(O7)C8=CC=CS8)O)O. Cell line: MALME-3M. Synergy scores: CSS=27.4, Synergy_ZIP=-9.17, Synergy_Bliss=-10.0, Synergy_Loewe=-5.96, Synergy_HSA=-4.58. (5) Synergy scores: CSS=1.23, Synergy_ZIP=2.47, Synergy_Bliss=5.77, Synergy_Loewe=-8.07, Synergy_HSA=-2.54. Drug 1: COC1=NC(=NC2=C1N=CN2C3C(C(C(O3)CO)O)O)N. Cell line: DU-145. Drug 2: CC12CCC3C(C1CCC2OP(=O)(O)O)CCC4=C3C=CC(=C4)OC(=O)N(CCCl)CCCl.[Na+]. (6) Drug 1: CC(C1=C(C=CC(=C1Cl)F)Cl)OC2=C(N=CC(=C2)C3=CN(N=C3)C4CCNCC4)N. Drug 2: C1=CC(=CC=C1C#N)C(C2=CC=C(C=C2)C#N)N3C=NC=N3. Cell line: NCI-H522. Synergy scores: CSS=8.36, Synergy_ZIP=-1.10, Synergy_Bliss=3.36, Synergy_Loewe=2.53, Synergy_HSA=3.28.